Dataset: Reaction yield outcomes from USPTO patents with 853,638 reactions. Task: Predict the reaction yield, written as a fraction of the theoretical maximum amount of product (1.0 means a 100% yield; for example, 0.34 means a 34% yield). (1) The reactants are C[O:2][C:3](=[O:12])[C:4]1[CH:9]=[C:8](I)[C:7]([Cl:11])=[N:6][CH:5]=1.[Cl:13][C:14]1[CH:15]=[C:16](B(O)O)[CH:17]=[CH:18][C:19]=1[Cl:20].C(=O)([O-])[O-].[Na+].[Na+].O.[OH-].[Li+].Cl. The catalyst is C1(C)C=CC=CC=1.O.C(O)C. The product is [Cl:11][C:7]1[C:8]([C:17]2[CH:16]=[CH:15][C:14]([Cl:13])=[C:19]([Cl:20])[CH:18]=2)=[CH:9][C:4]([C:3]([OH:2])=[O:12])=[CH:5][N:6]=1. The yield is 0.760. (2) The reactants are Br[C:2]1[C:11]2[C:6](=[CH:7][CH:8]=[CH:9][CH:10]=2)[CH:5]=[CH:4][C:3]=1[CH3:12].[CH:13]([C:15]1[CH:16]=[C:17](B(O)O)[CH:18]=[CH:19][CH:20]=1)=[O:14]. The yield is 0.650. The product is [CH3:12][C:3]1[CH:4]=[CH:5][C:6]2[C:11](=[CH:10][CH:9]=[CH:8][CH:7]=2)[C:2]=1[C:19]1[CH:20]=[C:15]([CH:16]=[CH:17][CH:18]=1)[CH:13]=[O:14]. The catalyst is C(=O)([O-])[O-].[Na+].[Na+].C(O)C.C1(C)C=CC=CC=1.O.C(OCC)(=O)C.C1C=CC([P]([Pd]([P](C2C=CC=CC=2)(C2C=CC=CC=2)C2C=CC=CC=2)([P](C2C=CC=CC=2)(C2C=CC=CC=2)C2C=CC=CC=2)[P](C2C=CC=CC=2)(C2C=CC=CC=2)C2C=CC=CC=2)(C2C=CC=CC=2)C2C=CC=CC=2)=CC=1. (3) The reactants are [Br:1][C:2]1[N:7]=[C:6]([NH:8]C(=O)C)[CH:5]=[CH:4][CH:3]=1.[N+:12]([O-])([OH:14])=[O:13]. The catalyst is OS(O)(=O)=O. The product is [Br:1][C:2]1[N:7]=[C:6]([NH2:8])[CH:5]=[CH:4][C:3]=1[N+:12]([O-:14])=[O:13]. The yield is 0.820. (4) The reactants are [OH:1][C:2]1[CH:11]=[CH:10][CH:9]=[CH:8][C:3]=1[C:4]([NH:6][CH3:7])=[O:5].C(=O)([O-])[O-].[Cs+].[Cs+].[CH2:18]([CH:20]1[O:22][CH2:21]1)Br. The catalyst is C(#N)C. The product is [CH3:7][NH:6][C:4](=[O:5])[C:3]1[CH:8]=[CH:9][CH:10]=[CH:11][C:2]=1[O:1][CH2:18][CH:20]1[CH2:21][O:22]1. The yield is 0.640. (5) The reactants are [Cl-].[CH3:2][O:3][C:4](=[O:14])[CH2:5][CH2:6][CH2:7][CH2:8][CH2:9][CH2:10][C:11]([OH:13])=O.[C:23]1(N([C:23]2[CH:28]=[CH:27][CH:26]=[CH:25][CH:24]=2)C)[CH:28]=[CH:27][CH:26]=[CH:25][CH:24]=1.[C:29](#[N:31])[CH3:30]. The catalyst is C([O-])(O)=O.[Na+].C(OCC)(=O)C. The product is [CH3:2][O:3][C:4](=[O:14])[CH2:5][CH2:6][CH2:7][CH2:8][CH2:9][CH2:10][C:11](=[O:13])[NH:31][CH:29]([C:23]1[CH:24]=[CH:25][CH:26]=[CH:27][CH:28]=1)[C:30]1[CH:8]=[CH:7][CH:6]=[CH:5][CH:4]=1. The yield is 0.700. (6) The reactants are Cl[C:2]1[C:11]2[C:6](=[CH:7][C:8]([Cl:12])=[CH:9][CH:10]=2)[N:5]=[CH:4][CH:3]=1.[CH:13]1[C:14]2[C:29](=[O:30])[C:28]([C:31]([OH:33])=[O:32])=[CH:27][N:26]([CH:34]3[CH2:36][CH2:35]3)[C:15]=2[CH:16]=[C:17]([N:20]2[CH2:25][CH2:24][NH:23][CH2:22][CH2:21]2)[C:18]=1[F:19].C1(O)C=CC=CC=1. The catalyst is ClCCl. The product is [Cl:12][C:8]1[CH:7]=[C:6]2[C:11]([C:2]([N:23]3[CH2:24][CH2:25][N:20]([C:17]4[CH:16]=[C:15]5[C:14]([C:29](=[O:30])[C:28]([C:31]([OH:33])=[O:32])=[CH:27][N:26]5[CH:34]5[CH2:35][CH2:36]5)=[CH:13][C:18]=4[F:19])[CH2:21][CH2:22]3)=[CH:3][CH:4]=[N:5]2)=[CH:10][CH:9]=1. The yield is 0.670. (7) The reactants are [CH3:1][NH:2][C:3]([C:5]1[CH:6]=[C:7]2[C:11](=[CH:12][CH:13]=1)[N:10]([CH:14]1[CH2:19][CH2:18][NH:17][CH2:16][CH2:15]1)[C:9](=[O:20])[CH2:8]2)=[O:4].C(=O)(O)[O-].[K+].Cl[CH2:27][C:28]([N:30]1[CH2:34][C@@H:33]2[CH2:35][CH2:36][CH2:37][C@@H:32]2[CH2:31]1)=[O:29]. The catalyst is O.C(#N)C. The product is [CH2:34]1[C@H:33]2[CH2:35][CH2:36][CH2:37][C@H:32]2[CH2:31][N:30]1[C:28](=[O:29])[CH2:27][N:17]1[CH2:18][CH2:19][CH:14]([N:10]2[C:11]3[C:7](=[CH:6][C:5]([C:3]([NH:2][CH3:1])=[O:4])=[CH:13][CH:12]=3)[CH2:8][C:9]2=[O:20])[CH2:15][CH2:16]1. The yield is 0.650. (8) The reactants are Br[CH:2]([CH3:9])[CH2:3][CH2:4][CH2:5][CH2:6][CH:7]=[CH2:8].[S:10]([C:14]1[CH:20]=[CH:19][C:17]([CH3:18])=[CH:16][CH:15]=1)([OH:13])(=[O:12])=[O:11].[CH3:21][NH:22]CCCCC=C. No catalyst specified. The product is [S:10]([C:14]1[CH:20]=[CH:19][C:17]([CH3:18])=[CH:16][CH:15]=1)([OH:13])(=[O:12])=[O:11].[CH3:21][NH:22][CH2:9][CH2:2][CH2:3][CH2:4][CH:5]=[CH:6][CH2:7][CH3:8]. The yield is 1.00. (9) The reactants are [Cl:1][C:2]1[C:7]([NH2:8])=[C:6]([NH:9][CH3:10])[CH:5]=[C:4]([Cl:11])[N:3]=1.[CH:12](OCC)(OCC)OCC. The catalyst is CO. The product is [Cl:1][C:2]1[C:7]2[N:8]=[CH:10][N:9]([CH3:12])[C:6]=2[CH:5]=[C:4]([Cl:11])[N:3]=1. The yield is 0.840.